This data is from Full USPTO retrosynthesis dataset with 1.9M reactions from patents (1976-2016). The task is: Predict the reactants needed to synthesize the given product. Given the product [F:36][C@H:31]1[C@@H:32]([OH:35])[CH2:33][CH2:34][N:29]([C:25]2[N:24]=[C:23]([NH:22][C:2]3[N:7]=[CH:6][C:5]4[C:8]([N:14]5[CH2:18][C:17]([CH3:20])([CH3:19])[NH:16][C:15]5=[O:21])=[N:9][N:10]([CH:11]([CH3:13])[CH3:12])[C:4]=4[CH:3]=3)[CH:28]=[CH:27][N:26]=2)[CH2:30]1, predict the reactants needed to synthesize it. The reactants are: Cl[C:2]1[N:7]=[CH:6][C:5]2[C:8]([N:14]3[CH2:18][C:17]([CH3:20])([CH3:19])[NH:16][C:15]3=[O:21])=[N:9][N:10]([CH:11]([CH3:13])[CH3:12])[C:4]=2[CH:3]=1.[NH2:22][C:23]1[CH:28]=[CH:27][N:26]=[C:25]([N:29]2[CH2:34][CH2:33][C@H:32]([OH:35])[C@H:31]([F:36])[CH2:30]2)[N:24]=1.C1(P(C2CCCCC2)C2C(OC)=CC=C(OC)C=2C2C(C(C)C)=CC(C(C)C)=CC=2C(C)C)CCCCC1.C(=O)([O-])[O-].[Cs+].[Cs+].